Dataset: Reaction yield outcomes from USPTO patents with 853,638 reactions. Task: Predict the reaction yield, written as a fraction of the theoretical maximum amount of product (1.0 means a 100% yield; for example, 0.34 means a 34% yield). (1) The reactants are [Br-].[CH2:2]([N+:9]1[CH:14]=[C:13]([C:15]([O:17][CH3:18])=[O:16])[CH:12]=[CH:11][C:10]=1[CH3:19])[C:3]1[CH:8]=[CH:7][CH:6]=[CH:5][CH:4]=1.[BH4-].[Na+].C(OCC)(=O)C.[Cl-].[Na+].O. The catalyst is CO.O. The product is [CH2:2]([N:9]1[CH:10]([CH3:19])[CH2:11][CH:12]=[C:13]([C:15]([O:17][CH3:18])=[O:16])[CH2:14]1)[C:3]1[CH:4]=[CH:5][CH:6]=[CH:7][CH:8]=1. The yield is 0.840. (2) The reactants are [Br:1][C:2]1[CH:11]=[C:10](F)[C:5]([C:6]([O:8][CH3:9])=[O:7])=[C:4]([F:13])[CH:3]=1.C([OH:18])C#CC.CC(C)([O-])C.[K+]. The catalyst is CS(C)=O. The product is [Br:1][C:2]1[CH:11]=[C:10]([OH:18])[C:5]([C:6]([O:8][CH3:9])=[O:7])=[C:4]([F:13])[CH:3]=1. The yield is 0.350. (3) The product is [O:3]=[S:2]1(=[O:4])[C:10]2[CH:11]=[C:12]([NH:15][S:16]([CH3:19])(=[O:18])=[O:17])[CH:13]=[CH:14][C:9]=2[NH:8][C:6](=[O:7])[NH:5]1. The yield is 0.770. The catalyst is [N+](CC)([O-])=O. The reactants are Cl[S:2]([N:5]=[C:6]=[O:7])(=[O:4])=[O:3].[NH2:8][C:9]1[CH:14]=[CH:13][C:12]([NH:15][S:16]([CH3:19])(=[O:18])=[O:17])=[CH:11][CH:10]=1.[Cl-].[Al+3].[Cl-].[Cl-]. (4) The reactants are FC1C=CC=C(OC)C=1OC1C([N+]([O-])=O)=C(C)C=CC=1.BrN1C(=O)CCC1=O.C(OO[C:39](=[O:46])C1C=CC=CC=1)(=O)C1C=CC=CC=1.CN1CCNCC1.[F:54][C:55]1[CH:76]=[CH:75][CH:74]=[C:73]([O:77][CH3:78])[C:56]=1[O:57][C:58]1[CH:64]=[C:63]([CH2:65][N:66]2[CH2:71][CH2:70][N:69]([CH3:72])[CH2:68][CH2:67]2)[CH:62]=[CH:61][C:59]=1[NH2:60].[NH2:79][C:80]1[S:81][CH:82]=[CH:83][N:84]=1. The catalyst is C(Cl)(Cl)(Cl)Cl.C1COCC1. The product is [F:54][C:55]1[CH:76]=[CH:75][CH:74]=[C:73]([O:77][CH3:78])[C:56]=1[O:57][C:58]1[CH:64]=[C:63]([CH2:65][N:66]2[CH2:67][CH2:68][N:69]([CH3:72])[CH2:70][CH2:71]2)[CH:62]=[CH:61][C:59]=1[NH:60][C:39]([NH:79][C:80]1[S:81][CH:82]=[CH:83][N:84]=1)=[O:46]. The yield is 0.550. (5) The reactants are [N+:1]([C:4]1[CH:9]=[CH:8][C:7]([N:10]2[CH2:15][CH2:14][NH:13][CH2:12][CH2:11]2)=[CH:6][CH:5]=1)([O-:3])=[O:2].C(N(CC)CC)C.[CH3:23][S:24](Cl)(=[O:26])=[O:25].C(=O)(O)[O-].[Na+]. The catalyst is ClCCl. The product is [N+:1]([C:4]1[CH:5]=[CH:6][C:7]([N:10]2[CH2:15][CH2:14][N:13]([S:24]([CH3:23])(=[O:26])=[O:25])[CH2:12][CH2:11]2)=[CH:8][CH:9]=1)([O-:3])=[O:2]. The yield is 1.00. (6) The reactants are [NH2:1][CH:2]1[CH:7]([OH:8])[CH2:6][CH2:5][N:4]([C:9]([O:11][C:12]([CH3:15])([CH3:14])[CH3:13])=[O:10])[CH2:3]1.C(N(CC)CC)C.[F:23][C:24]([F:34])([F:33])[C:25]1[CH:32]=[CH:31][C:28]([CH2:29]Cl)=[CH:27][CH:26]=1.C([O:37]C(=O)CC(C)=O)C. The catalyst is C(Cl)Cl. The product is [OH:8][CH:7]1[CH2:6][CH2:5][N:4]([C:9]([O:11][C:12]([CH3:15])([CH3:14])[CH3:13])=[O:10])[CH2:3][CH:2]1[NH:1][C:29](=[O:37])[C:28]1[CH:31]=[CH:32][C:25]([C:24]([F:34])([F:33])[F:23])=[CH:26][CH:27]=1. The yield is 0.540.